Predict the reaction yield, written as a fraction of the theoretical maximum amount of product (1.0 means a 100% yield; for example, 0.34 means a 34% yield). From a dataset of Reaction yield outcomes from USPTO patents with 853,638 reactions. (1) The yield is 0.880. The catalyst is C1C=CC(/C=C/C(/C=C/C2C=CC=CC=2)=O)=CC=1.C1C=CC(/C=C/C(/C=C/C2C=CC=CC=2)=O)=CC=1.[Pd].CCCCCC.C1(C)C=CC=CC=1. The product is [CH:28]1[C:36]2[C:35]3[CH:37]=[CH:38][CH:39]=[CH:40][C:34]=3[O:33][C:32]=2[C:31]([C:41]2[CH:42]=[CH:43][C:44]3[N:45]([C:6]4[CH:7]=[CH:2][CH:3]=[C:4]([C:8]5[C:21]6[C:16]([C:15]([C:22]7[CH:27]=[CH:26][CH:25]=[CH:24][CH:23]=7)=[C:14]7[C:9]=5[CH:10]=[CH:11][CH:12]=[CH:13]7)=[CH:17][CH:18]=[CH:19][CH:20]=6)[CH:5]=4)[C:46]4[C:51]([C:52]=3[CH:53]=2)=[CH:50][CH:49]=[CH:48][CH:47]=4)=[CH:30][CH:29]=1. The reactants are Br[C:2]1[CH:3]=[C:4]([C:8]2[C:9]3[C:14]([C:15]([C:22]4[CH:27]=[CH:26][CH:25]=[CH:24][CH:23]=4)=[C:16]4[C:21]=2[CH:20]=[CH:19][CH:18]=[CH:17]4)=[CH:13][CH:12]=[CH:11][CH:10]=3)[CH:5]=[CH:6][CH:7]=1.[CH:28]1[C:36]2[C:35]3[CH:37]=[CH:38][CH:39]=[CH:40][C:34]=3[O:33][C:32]=2[C:31]([C:41]2[CH:42]=[CH:43][C:44]3[NH:45][C:46]4[C:51]([C:52]=3[CH:53]=2)=[CH:50][CH:49]=[CH:48][CH:47]=4)=[CH:30][CH:29]=1.CC(C)([O-])C.[Na+].C(P(C(C)(C)C)C(C)(C)C)(C)(C)C. (2) The reactants are [CH:1]1[C:11]2[CH2:10][CH2:9][C:8]3[CH:12]=[CH:13][CH:14]=[CH:15][C:7]=3[C:6](=[C:16]3[CH2:21][CH2:20][CH:19]([NH2:22])[CH2:18][CH2:17]3)[C:5]=2[CH:4]=[CH:3][CH:2]=1.C(N(CC)CC)C.[Cl:30][C:31]1[CH:36]=[CH:35][C:34]([S:37](Cl)(=[O:39])=[O:38])=[CH:33][CH:32]=1. The catalyst is CN(C=O)C. The product is [CH:12]1[C:8]2[CH2:9][CH2:10][C:11]3[CH:1]=[CH:2][CH:3]=[CH:4][C:5]=3[C:6](=[C:16]3[CH2:17][CH2:18][CH:19]([NH:22][S:37]([C:34]4[CH:35]=[CH:36][C:31]([Cl:30])=[CH:32][CH:33]=4)(=[O:39])=[O:38])[CH2:20][CH2:21]3)[C:7]=2[CH:15]=[CH:14][CH:13]=1. The yield is 0.810. (3) The catalyst is CO. The yield is 0.760. The reactants are [Br:1][C:2]1[CH:3]=[CH:4][C:5]([O:19][CH2:20][C:21]2[O:22][C:23]([C:26]([F:29])([F:28])[F:27])=[CH:24][CH:25]=2)=[C:6]([CH:18]=1)[CH2:7][CH:8]1[CH2:11][N:10](C(=O)C(F)(F)F)[CH2:9]1.C([O-])([O-])=O.[K+].[K+]. The product is [Br:1][C:2]1[CH:3]=[CH:4][C:5]([O:19][CH2:20][C:21]2[O:22][C:23]([C:26]([F:28])([F:27])[F:29])=[CH:24][CH:25]=2)=[C:6]([CH:18]=1)[CH2:7][CH:8]1[CH2:11][NH:10][CH2:9]1. (4) The reactants are [N:1]1([CH2:7][C:8]2[S:9][C:10]([NH2:13])=[CH:11][N:12]=2)[CH2:6][CH2:5][O:4][CH2:3][CH2:2]1.C(O[CH:17]=[C:18]([C:24]([O:26][CH2:27][CH3:28])=[O:25])[C:19]([O:21][CH2:22][CH3:23])=[O:20])C. The catalyst is N1C=CC=CC=1.O. The product is [N:1]1([CH2:7][C:8]2[S:9][C:10]([NH:13][CH:17]=[C:18]([C:19]([O:21][CH2:22][CH3:23])=[O:20])[C:24]([O:26][CH2:27][CH3:28])=[O:25])=[CH:11][N:12]=2)[CH2:6][CH2:5][O:4][CH2:3][CH2:2]1. The yield is 0.860. (5) The reactants are [F:1][C:2]1[CH:10]=[C:9]([C:11]#[N:12])[CH:8]=[CH:7][C:3]=1[C:4]([OH:6])=O.[NH2:13][C:14]1[CH:19]=[CH:18][C:17]([Cl:20])=[CH:16][C:15]=1[C:21]([NH:23][C:24]1[CH:29]=[CH:28][C:27]([Cl:30])=[CH:26][N:25]=1)=[O:22].N1C=CC=CC=1. The catalyst is S(Cl)(Cl)=O.ClCCl. The product is [Cl:20][C:17]1[CH:18]=[CH:19][C:14]([NH:13][C:4]([C:3]2[CH:7]=[CH:8][C:9]([C:11]#[N:12])=[CH:10][C:2]=2[F:1])=[O:6])=[C:15]([C:21](=[O:22])[NH:23][C:24]2[CH:29]=[CH:28][C:27]([Cl:30])=[CH:26][N:25]=2)[CH:16]=1. The yield is 0.780.